From a dataset of Forward reaction prediction with 1.9M reactions from USPTO patents (1976-2016). Predict the product of the given reaction. (1) Given the reactants [Br:1][C:2]1[N:14]=[C:5]2[CH:6]=[CH:7][C:8]([C:10](OC)=[O:11])=[CH:9][N:4]2[N:3]=1.CC(C[AlH]CC(C)C)C, predict the reaction product. The product is: [Br:1][C:2]1[N:14]=[C:5]2[CH:6]=[CH:7][C:8]([CH2:10][OH:11])=[CH:9][N:4]2[N:3]=1. (2) Given the reactants [CH2:1]([N:3]([CH2:37][CH3:38])[CH2:4][CH2:5][CH2:6][NH:7][C:8]1[N:9]=[C:10]([C:27]2[C:28]([CH3:36])=[C:29]([CH:33]=[CH:34][CH:35]=2)[C:30](O)=[O:31])[C:11]2[CH:17]=[CH:16][C:15](=[O:18])[N:14]([C:19]3[C:24]([F:25])=[CH:23][CH:22]=[CH:21][C:20]=3[F:26])[C:12]=2[N:13]=1)[CH3:2].CN(C(ON1N=NC2C=CC=CC1=2)=[N+](C)C)C.F[P-](F)(F)(F)(F)F.C(N(CC)CC)C.[F:70][C:71]1[CH:77]=[CH:76][C:74]([NH2:75])=[CH:73][CH:72]=1, predict the reaction product. The product is: [CH2:1]([N:3]([CH2:37][CH3:38])[CH2:4][CH2:5][CH2:6][NH:7][C:8]1[N:9]=[C:10]([C:27]2[C:28]([CH3:36])=[C:29]([CH:33]=[CH:34][CH:35]=2)[C:30]([NH:75][C:74]2[CH:76]=[CH:77][C:71]([F:70])=[CH:72][CH:73]=2)=[O:31])[C:11]2[CH:17]=[CH:16][C:15](=[O:18])[N:14]([C:19]3[C:20]([F:26])=[CH:21][CH:22]=[CH:23][C:24]=3[F:25])[C:12]=2[N:13]=1)[CH3:2]. (3) Given the reactants Cl[C:2]1[N:3]=[C:4]([N:13]2[CH2:18][CH2:17][O:16][CH2:15][CH2:14]2)[C:5]2[S:10][C:9]([CH2:11][NH2:12])=[CH:8][C:6]=2[N:7]=1.[CH3:19][O:20][C:21]1[CH:22]=[C:23]([CH2:27][C:28](Cl)=[O:29])[CH:24]=[CH:25][CH:26]=1.CC1(C)C(C)(C)OB([C:39]2[CH:47]=[CH:46][CH:45]=[C:44]3[C:40]=2[CH:41]=[N:42][NH:43]3)O1, predict the reaction product. The product is: [NH:43]1[C:44]2[C:40](=[C:39]([C:2]3[N:3]=[C:4]([N:13]4[CH2:18][CH2:17][O:16][CH2:15][CH2:14]4)[C:5]4[S:10][C:9]([CH2:11][NH:12][C:28](=[O:29])[CH2:27][C:23]5[CH:24]=[CH:25][CH:26]=[C:21]([O:20][CH3:19])[CH:22]=5)=[CH:8][C:6]=4[N:7]=3)[CH:47]=[CH:46][CH:45]=2)[CH:41]=[N:42]1. (4) Given the reactants [CH3:1][C:2]1[N:3]([C:8]2[N:13]=[C:12]([NH2:14])[CH:11]=[CH:10][CH:9]=2)[C:4]([CH3:7])=[CH:5][CH:6]=1.C(N(CC)CC)C.Cl[C:23]([O:25][C:26]1[CH:31]=[CH:30][CH:29]=[CH:28][CH:27]=1)=[O:24].O, predict the reaction product. The product is: [CH3:1][C:2]1[N:3]([C:8]2[N:13]=[C:12]([NH:14][C:23](=[O:24])[O:25][C:26]3[CH:31]=[CH:30][CH:29]=[CH:28][CH:27]=3)[CH:11]=[CH:10][CH:9]=2)[C:4]([CH3:7])=[CH:5][CH:6]=1. (5) The product is: [CH2:14]([O:13][C:11]([C:10]1[CH:9]=[N:8][N:7]2[C:2]([NH:30][C:31]3[C:32]([CH3:37])=[N:33][CH:34]=[CH:35][CH:36]=3)=[C:3]([C:16]([N:18]3[CH2:23][CH2:22][CH:21]([C:24]4[CH:29]=[CH:28][CH:27]=[CH:26][CH:25]=4)[CH2:20][CH2:19]3)=[O:17])[CH:4]=[N:5][C:6]=12)=[O:12])[CH3:15]. Given the reactants Cl[C:2]1[N:7]2[N:8]=[CH:9][C:10]([C:11]([O:13][CH2:14][CH3:15])=[O:12])=[C:6]2[N:5]=[CH:4][C:3]=1[C:16]([N:18]1[CH2:23][CH2:22][CH:21]([C:24]2[CH:29]=[CH:28][CH:27]=[CH:26][CH:25]=2)[CH2:20][CH2:19]1)=[O:17].[NH2:30][C:31]1[C:32]([CH3:37])=[N:33][CH:34]=[CH:35][CH:36]=1, predict the reaction product. (6) Given the reactants [CH2:1]([C:4]1[N:5]=[C:6]([C@@H:26]2[C@H:30]([CH2:31][CH3:32])[CH2:29][C@H:28]([NH:33][S:34]([CH:37]3[CH2:39][CH2:38]3)(=[O:36])=[O:35])[CH2:27]2)[N:7]2[C:12]3[CH:13]=[CH:14][N:15](S(C4C=CC(C)=CC=4)(=O)=O)[C:11]=3[N:10]=[CH:9][C:8]=12)[CH:2]=[CH2:3].OO.[OH-].[Na+].CC[O:46]C(C)=O, predict the reaction product. The product is: [CH2:31]([C@H:30]1[C@@H:26]([C:6]2[N:7]3[C:12]4[CH:13]=[CH:14][NH:15][C:11]=4[N:10]=[CH:9][C:8]3=[C:4]([CH2:1][CH2:2][CH2:3][OH:46])[N:5]=2)[CH2:27][C@@H:28]([NH:33][S:34]([CH:37]2[CH2:39][CH2:38]2)(=[O:35])=[O:36])[CH2:29]1)[CH3:32]. (7) The product is: [Br:1][C:2]1[CH:3]=[C:4]2[C:8](=[CH:9][CH:10]=1)[NH:7][C:6](=[O:11])/[C:5]/2=[CH:26]\[C:25]1[NH:24][C:23]2[CH2:28][CH2:29][CH2:30][CH2:31][CH2:32][C:22]=2[C:21]=1[CH2:20][CH2:19][CH2:18][N:12]1[CH2:13][CH2:14][O:15][CH2:16][CH2:17]1. Given the reactants [Br:1][C:2]1[CH:3]=[C:4]2[C:8](=[CH:9][CH:10]=1)[NH:7][C:6](=[O:11])[CH2:5]2.[N:12]1([CH2:18][CH2:19][CH2:20][C:21]2[C:22]3[CH2:32][CH2:31][CH2:30][CH2:29][CH2:28][C:23]=3[NH:24][C:25]=2[CH:26]=O)[CH2:17][CH2:16][O:15][CH2:14][CH2:13]1.N1CCCCC1, predict the reaction product.